From a dataset of Full USPTO retrosynthesis dataset with 1.9M reactions from patents (1976-2016). Predict the reactants needed to synthesize the given product. (1) Given the product [S:15]1[C:19]2[CH:20]=[CH:21][CH:22]=[CH:23][C:18]=2[C:17]([CH2:24][NH:6][C:5]2[CH:7]=[CH:8][C:9]([C:10]3[O:14][CH:13]=[N:12][CH:11]=3)=[C:3]([O:2][CH3:1])[CH:4]=2)=[CH:16]1, predict the reactants needed to synthesize it. The reactants are: [CH3:1][O:2][C:3]1[CH:4]=[C:5]([CH:7]=[CH:8][C:9]=1[C:10]1[O:14][CH:13]=[N:12][CH:11]=1)[NH2:6].[S:15]1[C:19]2[CH:20]=[CH:21][CH:22]=[CH:23][C:18]=2[C:17]([CH:24]=O)=[CH:16]1. (2) Given the product [CH2:1]([O:8][N:9]1[C:18]2[C:13](=[CH:14][CH:15]=[CH:16][N:17]=2)[C:12]([N:19]2[CH2:28][CH2:27][C:26]3[C:21](=[CH:22][C:23]([C:29]([OH:31])=[O:30])=[CH:24][CH:25]=3)[CH2:20]2)=[CH:11][C:10]1=[O:33])[C:2]1[CH:7]=[CH:6][CH:5]=[CH:4][CH:3]=1, predict the reactants needed to synthesize it. The reactants are: [CH2:1]([O:8][N:9]1[C:18]2[C:13](=[CH:14][CH:15]=[CH:16][N:17]=2)[C:12]([N:19]2[CH2:28][CH2:27][C:26]3[C:21](=[CH:22][C:23]([C:29]([O:31]C)=[O:30])=[CH:24][CH:25]=3)[CH2:20]2)=[CH:11][C:10]1=[O:33])[C:2]1[CH:7]=[CH:6][CH:5]=[CH:4][CH:3]=1.O([Si](C)(C)C)[K]. (3) Given the product [CH3:23][N:13]1[C:12]2[CH:18]=[CH:19][C:9]([B:4]3[O:3][C:2]([CH3:20])([CH3:1])[C:6]([CH3:7])([CH3:8])[O:5]3)=[CH:10][C:11]=2[O:16][CH2:15][C:14]1=[O:17], predict the reactants needed to synthesize it. The reactants are: [CH3:1][C:2]1([CH3:20])[C:6]([CH3:8])([CH3:7])[O:5][B:4]([C:9]2[CH:19]=[CH:18][C:12]3[NH:13][C:14](=[O:17])[CH2:15][O:16][C:11]=3[CH:10]=2)[O:3]1.CI.[C:23](=O)([O-])[O-].[K+].[K+]. (4) Given the product [Cl:53][C:54]1[CH:55]=[CH:56][C:57]2[O:61][C:60]([C:62]([N:16]3[CH2:17][CH2:18][CH:13](/[CH:12]=[C:11]4/[C:7]([NH:6][CH2:3][C:4]#[CH:5])=[N:8][C:9](=[O:19])[S:10]/4)[CH2:14][CH2:15]3)=[O:63])=[CH:59][C:58]=2[CH:65]=1, predict the reactants needed to synthesize it. The reactants are: Cl.Cl.[CH2:3]([NH:6][C:7]1=[N:8][C:9](=[O:19])[S:10]/[C:11]/1=[CH:12]\[CH:13]1[CH2:18][CH2:17][NH:16][CH2:15][CH2:14]1)[C:4]#[CH:5].C(N(C(C)C)C(C)C)C.F[P-](F)(F)(F)(F)F.N1(OC(N(C)C)=[N+](C)C)C2N=CC=CC=2N=N1.[Cl:53][C:54]1[CH:55]=[CH:56][C:57]2[O:61][C:60]([C:62](O)=[O:63])=[CH:59][C:58]=2[CH:65]=1. (5) The reactants are: [Br:1][C:2]1[N:7]=[CH:6][C:5]([O:8][C:9]2[CH:10]=[CH:11][C:12]([N+:15]([O-])=O)=[N:13][CH:14]=2)=[CH:4][CH:3]=1.O. Given the product [Br:1][C:2]1[N:7]=[CH:6][C:5]([O:8][C:9]2[CH:10]=[CH:11][C:12]([NH2:15])=[N:13][CH:14]=2)=[CH:4][CH:3]=1, predict the reactants needed to synthesize it.